This data is from CYP2D6 inhibition data for predicting drug metabolism from PubChem BioAssay. The task is: Regression/Classification. Given a drug SMILES string, predict its absorption, distribution, metabolism, or excretion properties. Task type varies by dataset: regression for continuous measurements (e.g., permeability, clearance, half-life) or binary classification for categorical outcomes (e.g., BBB penetration, CYP inhibition). Dataset: cyp2d6_veith. (1) The molecule is CCN(CC)CCC[C@H](C)Nc1ccnc2cc(Cl)ccc12. The result is 0 (non-inhibitor). (2) The drug is O=C(Nc1ccccc1)N1CC[C@@]2(CCCN(C(=O)c3ccncc3)C2)C1. The result is 0 (non-inhibitor). (3) The compound is CC1=CC2=NC(=O)CC(C)(C(=O)N(CC(=O)NC(C)(C)C)Cc3cccs3)N2C=C1. The result is 0 (non-inhibitor). (4) The result is 1 (inhibitor). The drug is c1ccc(-c2nc(N3CCCCCC3)nc(-n3ccnc3)n2)cc1. (5) The compound is CCOc1ccc(C2=[N+]([O-])C(C)(C)N(O)C2(C)C)cc1. The result is 0 (non-inhibitor). (6) The drug is CN1CCN(c2ncncc2-c2ccc(C(=O)N(C)C)cc2)CC1. The result is 1 (inhibitor).